From a dataset of Tox21: 12 toxicity assays (nuclear receptors and stress response pathways). Binary classification across 12 toxicity assays. (1) The drug is O=[N+]([O-])c1ccc(-c2nnc(O)o2)o1. It tested positive (active) for: SR-ARE (Antioxidant Response Element (oxidative stress)). (2) The compound is O=c1[nH]sc2ccccc12. It tested positive (active) for: SR-HSE (Heat Shock Element response), and SR-MMP (Mitochondrial Membrane Potential disruption). (3) The molecule is CC1=C(C(=O)Nc2ccccc2)S(=O)(=O)CCO1. It tested positive (active) for: SR-ARE (Antioxidant Response Element (oxidative stress)), and SR-p53 (p53 tumor suppressor activation).